This data is from Forward reaction prediction with 1.9M reactions from USPTO patents (1976-2016). The task is: Predict the product of the given reaction. Given the reactants C([O-])(=O)CC.[CH2:6]([O:8][C:9](=[O:27])[CH:10]1[O:26][CH:11]1[C:12]1[CH:17]=[CH:16][C:15]([O:18][CH2:19][C:20]2[CH:25]=[CH:24][CH:23]=[CH:22][CH:21]=2)=[CH:14][CH:13]=1)[CH3:7].[H][H], predict the reaction product. The product is: [OH:26][CH:10]([CH2:11][C:12]1[CH:17]=[CH:16][C:15]([O:18][CH2:19][C:20]2[CH:25]=[CH:24][CH:23]=[CH:22][CH:21]=2)=[CH:14][CH:13]=1)[C:9]([O:8][CH2:6][CH3:7])=[O:27].